Predict the product of the given reaction. From a dataset of Forward reaction prediction with 1.9M reactions from USPTO patents (1976-2016). (1) Given the reactants C([N:8]([C:34]1[CH:39]=[CH:38][N:37]=[CH:36][CH:35]=1)[C:9]([C@H:11]1[CH2:16][CH2:15][C@H:14]([CH:17]([NH2:33])[CH2:18][C:19]([NH:21][CH2:22][C:23]2([C:26]3[CH:31]=[CH:30][C:29]([Cl:32])=[CH:28][CH:27]=3)[CH2:25][CH2:24]2)=[O:20])[CH2:13][CH2:12]1)=[O:10])(OC(C)(C)C)=O.C(O)(C(F)(F)F)=O.C(Cl)Cl.C([O-])([O-])=O.[Na+].[Na+], predict the reaction product. The product is: [NH2:33][CH:17]([C@H:14]1[CH2:15][CH2:16][C@H:11]([C:9]([NH:8][C:34]2[CH:35]=[CH:36][N:37]=[CH:38][CH:39]=2)=[O:10])[CH2:12][CH2:13]1)[CH2:18][C:19]([NH:21][CH2:22][C:23]1([C:26]2[CH:31]=[CH:30][C:29]([Cl:32])=[CH:28][CH:27]=2)[CH2:25][CH2:24]1)=[O:20]. (2) The product is: [F:27][C:15]([C:14]1[C:9]2[S:10][C:11]([Sn:44]([CH3:46])([CH3:45])[CH3:43])=[CH:12][C:8]=2[C:7]([C:29]([F:42])([F:41])[CH2:30][CH2:31][CH2:32][CH2:33][CH2:34][CH2:35][CH2:36][CH2:37][CH2:38][CH2:39][CH3:40])=[C:5]2[S:6][C:2]([Sn:44]([CH3:46])([CH3:45])[CH3:43])=[CH:3][C:4]=12)([F:28])[CH2:16][CH2:17][CH2:18][CH2:19][CH2:20][CH2:21][CH2:22][CH2:23][CH2:24][CH2:25][CH3:26]. Given the reactants Br[C:2]1[S:6][C:5]2=[C:7]([C:29]([F:42])([F:41])[CH2:30][CH2:31][CH2:32][CH2:33][CH2:34][CH2:35][CH2:36][CH2:37][CH2:38][CH2:39][CH3:40])[C:8]3[CH:12]=[C:11](Br)[S:10][C:9]=3[C:14]([C:15]([F:28])([F:27])[CH2:16][CH2:17][CH2:18][CH2:19][CH2:20][CH2:21][CH2:22][CH2:23][CH2:24][CH2:25][CH3:26])=[C:4]2[CH:3]=1.[CH3:43][Sn:44](Cl)([CH3:46])[CH3:45], predict the reaction product. (3) Given the reactants [CH3:1][O:2][C:3]1[CH:8]=[CH:7][CH:6]=[CH:5][C:4]=1[NH:9][CH:10]1[CH2:15][CH2:14][NH:13][CH2:12][CH2:11]1.C(N(CC)CC)C.Cl[C:24]1[N:29]([CH3:30])[C:28](=[O:31])[CH:27]=[C:26]([C:32]2[CH:37]=[CH:36][N:35]=[CH:34][CH:33]=2)[N:25]=1, predict the reaction product. The product is: [CH3:1][O:2][C:3]1[CH:8]=[CH:7][CH:6]=[CH:5][C:4]=1[NH:9][CH:10]1[CH2:15][CH2:14][N:13]([C:24]2[N:29]([CH3:30])[C:28](=[O:31])[CH:27]=[C:26]([C:32]3[CH:33]=[CH:34][N:35]=[CH:36][CH:37]=3)[N:25]=2)[CH2:12][CH2:11]1. (4) The product is: [Cl:1][C:2]1[CH:7]=[C:6]([C:8]2[N:12]=[C:11]([N:13]3[CH2:18][CH2:17][N:16]([CH2:19][CH2:20][C:21]4[CH:26]=[CH:25][CH:30]=[CH:23][CH:22]=4)[CH2:15][CH2:14]3)[S:10][N:9]=2)[CH:5]=[CH:4][N:3]=1. Given the reactants [Cl:1][C:2]1[CH:7]=[C:6]([C:8]2[N:12]=[C:11]([N:13]3[CH2:18][CH2:17][N:16]([CH2:19][CH2:20][C:21]4[CH:26]=[CH:25]N=[C:23](OC)[CH:22]=4)[CH2:15][CH2:14]3)[S:10][N:9]=2)[CH:5]=[CH:4][N:3]=1.Cl[C:30]1SN=C(C2C=CN=C(Cl)C=2)N=1.BrCCC1C=CC=CC=1, predict the reaction product. (5) Given the reactants C(N(CC)CC)C.Cl.C(N=C=NCCCN(C)C)C.[NH2:20][C:21]1[CH:26]=[CH:25][C:24]([Cl:27])=[CH:23][N:22]=1.[Cl:28][C:29]1[CH:34]=[CH:33][C:32]([S:35]([CH:38]([C:48]2[CH:53]=[C:52]([F:54])[CH:51]=[CH:50][C:49]=2[F:55])[C:39]2[N:44]=[CH:43][C:42]([C:45](O)=[O:46])=[CH:41][CH:40]=2)(=[O:37])=[O:36])=[CH:31][CH:30]=1, predict the reaction product. The product is: [Cl:28][C:29]1[CH:34]=[CH:33][C:32]([S:35]([CH:38]([C:48]2[CH:53]=[C:52]([F:54])[CH:51]=[CH:50][C:49]=2[F:55])[C:39]2[CH:40]=[CH:41][C:42]([C:45]([NH:20][C:21]3[CH:26]=[CH:25][C:24]([Cl:27])=[CH:23][N:22]=3)=[O:46])=[CH:43][N:44]=2)(=[O:37])=[O:36])=[CH:31][CH:30]=1.